From a dataset of Forward reaction prediction with 1.9M reactions from USPTO patents (1976-2016). Predict the product of the given reaction. (1) Given the reactants C(S([NH:7][CH:8]([C:10]1[CH:17]=[CH:16][C:15]([Cl:18])=[CH:14][C:11]=1[CH2:12][OH:13])[CH3:9])=O)(C)(C)C.Cl.O1CCOCC1, predict the reaction product. The product is: [NH2:7][CH:8]([C:10]1[CH:17]=[CH:16][C:15]([Cl:18])=[CH:14][C:11]=1[CH2:12][OH:13])[CH3:9]. (2) The product is: [CH3:1][N:2]1[C:7](=[O:8])[C:6]2[C:9]([NH:25][C@@H:26]3[CH2:30][CH2:29][N:28]([C:33]([NH2:34])=[O:31])[CH2:27]3)=[N:10][C:11]([C:13]3[CH:18]=[CH:17][C:16]([N:19]4[CH2:24][CH2:23][O:22][CH2:21][CH2:20]4)=[CH:15][CH:14]=3)=[CH:12][C:5]=2[N:4]=[CH:3]1. Given the reactants [CH3:1][N:2]1[C:7](=[O:8])[C:6]2[C:9]([NH:25][C@@H:26]3[CH2:30][CH2:29][NH:28][CH2:27]3)=[N:10][C:11]([C:13]3[CH:18]=[CH:17][C:16]([N:19]4[CH2:24][CH2:23][O:22][CH2:21][CH2:20]4)=[CH:15][CH:14]=3)=[CH:12][C:5]=2[N:4]=[CH:3]1.[O:31]([C:33]#[N:34])[K].Cl, predict the reaction product. (3) Given the reactants [OH:1][C:2]1[CH:3]=[C:4]([CH:9]=[C:10]([O:12][C@H:13]2[CH2:17][CH2:16][O:15][CH2:14]2)[CH:11]=1)[C:5]([O:7][CH3:8])=[O:6].F[C:19]1[CH:30]=[CH:29][C:22]2[C:23](=[O:28])[N:24]([CH3:27])[CH2:25][O:26][C:21]=2[CH:20]=1.C(=O)([O-])[O-].[K+].[K+].C(OCC)(=O)C, predict the reaction product. The product is: [CH3:27][N:24]1[C:23](=[O:28])[C:22]2[CH:29]=[CH:30][C:19]([O:1][C:2]3[CH:3]=[C:4]([CH:9]=[C:10]([O:12][C@H:13]4[CH2:17][CH2:16][O:15][CH2:14]4)[CH:11]=3)[C:5]([O:7][CH3:8])=[O:6])=[CH:20][C:21]=2[O:26][CH2:25]1.